From a dataset of Catalyst prediction with 721,799 reactions and 888 catalyst types from USPTO. Predict which catalyst facilitates the given reaction. (1) Reactant: C[O:2][C:3]([C:5]1([NH:11][C:12]([O:14][C:15]([CH3:18])([CH3:17])[CH3:16])=[O:13])[CH2:10][CH2:9][NH:8][CH2:7][CH2:6]1)=[O:4].[Cl:19][C:20]1[CH:25]=[CH:24][CH:23]=[CH:22][C:21]=1[S:26](Cl)(=[O:28])=[O:27].CCN(CC)CC.C([O-])(O)=O.[Na+]. Product: [C:15]([O:14][C:12]([NH:11][C:5]1([C:3]([OH:2])=[O:4])[CH2:10][CH2:9][N:8]([S:26]([C:21]2[CH:22]=[CH:23][CH:24]=[CH:25][C:20]=2[Cl:19])(=[O:28])=[O:27])[CH2:7][CH2:6]1)=[O:13])([CH3:18])([CH3:17])[CH3:16]. The catalyst class is: 2. (2) Reactant: [F:1][C:2]([C:5]1[CH:10]=[C:9]([N+:11]([O-])=O)[CH:8]=[CH:7][C:6]=1[F:14])([F:4])[CH3:3]. Product: [F:4][C:2]([C:5]1[CH:10]=[C:9]([NH2:11])[CH:8]=[CH:7][C:6]=1[F:14])([F:1])[CH3:3]. The catalyst class is: 5. (3) Reactant: C(O[C:5](=[O:7])C)(=O)C.C(O)=O.[CH:11]1[C:19]2[N:18]3[C:20]([C@@H:23]4[C@H:27]([CH3:28])[CH2:26][C@H:25]([NH2:29])[CH2:24]4)=[CH:21][N:22]=[C:17]3[CH:16]=[N:15][C:14]=2[NH:13][CH:12]=1. Product: [CH:11]1[C:19]2[N:18]3[C:20]([C@@H:23]4[C@H:27]([CH3:28])[CH2:26][C@H:25]([NH:29][CH:5]=[O:7])[CH2:24]4)=[CH:21][N:22]=[C:17]3[CH:16]=[N:15][C:14]=2[NH:13][CH:12]=1. The catalyst class is: 1. (4) Reactant: [Cl:1][C:2]1[CH:7]=[C:6]([N+:8]([O-])=O)[CH:5]=[CH:4][C:3]=1[C:11]1[N:15]([CH3:16])[N:14]=[N:13][N:12]=1.[Cl-].[NH4+].CO. Product: [Cl:1][C:2]1[CH:7]=[C:6]([NH2:8])[CH:5]=[CH:4][C:3]=1[C:11]1[N:15]([CH3:16])[N:14]=[N:13][N:12]=1. The catalyst class is: 150. (5) Reactant: [Si:1]([O:8][C:9]1([C:13]2[CH:14]=[CH:15][C:16]3[C:17]4[N:25]=[CH:24][C:23]([C:26]5[N:30]([CH3:31])[N:29]=[N:28][C:27]=5[CH3:32])=[CH:22][C:18]=4[NH:19][C:20]=3[CH:21]=2)[CH2:12][O:11][CH2:10]1)([C:4]([CH3:7])([CH3:6])[CH3:5])([CH3:3])[CH3:2].[F:33][C:34]1[CH:39]=[CH:38][C:37]([C@@H:40]([CH:42]2[CH2:47][CH2:46][O:45][CH2:44][CH2:43]2)O)=[CH:36][CH:35]=1.C1(P(C2C=CC=CC=2)C2C=CC=CC=2)C=CC=CC=1.CC(OC(/N=N/C(OC(C)C)=O)=O)C. Product: [Si:1]([O:8][C:9]1([C:13]2[CH:14]=[CH:15][C:16]3[C:17]4[N:25]=[CH:24][C:23]([C:26]5[N:30]([CH3:31])[N:29]=[N:28][C:27]=5[CH3:32])=[CH:22][C:18]=4[N:19]([C@H:40]([C:37]4[CH:36]=[CH:35][C:34]([F:33])=[CH:39][CH:38]=4)[CH:42]4[CH2:47][CH2:46][O:45][CH2:44][CH2:43]4)[C:20]=3[CH:21]=2)[CH2:10][O:11][CH2:12]1)([C:4]([CH3:7])([CH3:6])[CH3:5])([CH3:3])[CH3:2]. The catalyst class is: 11. (6) Reactant: [F:1][C:2]1[C:3]([NH2:15])=[N:4][C:5]([O:8][CH2:9][C:10]2[S:11][CH:12]=[CH:13][CH:14]=2)=[N:6][CH:7]=1.[C:16](Cl)(=[O:18])[CH3:17].CN1CCOCC1. Product: [F:1][C:2]1[C:3]([NH:15][C:16](=[O:18])[CH3:17])=[N:4][C:5]([O:8][CH2:9][C:10]2[S:11][CH:12]=[CH:13][CH:14]=2)=[N:6][CH:7]=1. The catalyst class is: 2. (7) Reactant: [Cl:1][C:2]1[CH:3]=[CH:4][C:5]2[N:11]3[C:12]([C:15]([F:18])([F:17])[F:16])=[N:13][N:14]=[C:10]3[C@@H:9]([CH2:19][C:20]([O:22]CC=C)=[O:21])[O:8][C@H:7]([C:26]3[CH:31]=[CH:30][CH:29]=[C:28]([O:32][CH3:33])[C:27]=3[Cl:34])[C:6]=2[CH:35]=1.C1(P(C2C=CC=CC=2)C2C=CC=CC=2)C=CC=CC=1.N1CCCC1. Product: [Cl:1][C:2]1[CH:3]=[CH:4][C:5]2[N:11]3[C:12]([C:15]([F:18])([F:17])[F:16])=[N:13][N:14]=[C:10]3[C@@H:9]([CH2:19][C:20]([OH:22])=[O:21])[O:8][C@H:7]([C:26]3[CH:31]=[CH:30][CH:29]=[C:28]([O:32][CH3:33])[C:27]=3[Cl:34])[C:6]=2[CH:35]=1. The catalyst class is: 532. (8) The catalyst class is: 1. Product: [F:1][C:2]1[C:7]([CH3:8])=[CH:6][CH:5]=[CH:4][C:3]=1[CH2:9][CH2:10][CH2:11][OH:12]. Reactant: [F:1][C:2]1[C:7]([CH3:8])=[CH:6][CH:5]=[CH:4][C:3]=1[CH2:9][CH2:10][C:11](O)=[O:12].B. (9) Reactant: C1(P(C2C=CC=CC=2)C2C=CC=CC=2)C=CC=CC=1.BrN1C(=O)CCC1=O.[Cl:28][C:29]1[CH:34]=[CH:33][C:32]([CH:35]([CH2:39][CH:40]2[CH2:44][CH2:43][CH2:42][CH2:41]2)[C:36]([OH:38])=O)=[CH:31][C:30]=1[N+:45]([O-:47])=[O:46].[NH2:48][C:49]1[CH:54]=[CH:53][CH:52]=[CH:51][N:50]=1. Product: [Cl:28][C:29]1[CH:34]=[CH:33][C:32]([CH:35]([CH2:39][CH:40]2[CH2:44][CH2:43][CH2:42][CH2:41]2)[C:36]([NH:48][C:49]2[CH:54]=[CH:53][CH:52]=[CH:51][N:50]=2)=[O:38])=[CH:31][C:30]=1[N+:45]([O-:47])=[O:46]. The catalyst class is: 2.